Dataset: Peptide-MHC class II binding affinity with 134,281 pairs from IEDB. Task: Regression. Given a peptide amino acid sequence and an MHC pseudo amino acid sequence, predict their binding affinity value. This is MHC class II binding data. (1) The peptide sequence is GLDVVDAVSNALIKS. The MHC is DRB1_0405 with pseudo-sequence DRB1_0405. The binding affinity (normalized) is 0.512. (2) The peptide sequence is SQDLENSWNLNGLQAY. The MHC is DRB1_1302 with pseudo-sequence DRB1_1302. The binding affinity (normalized) is 0.478.